From a dataset of Catalyst prediction with 721,799 reactions and 888 catalyst types from USPTO. Predict which catalyst facilitates the given reaction. (1) Reactant: [Br:1][C:2]1[CH:7]=[CH:6][CH:5]=[C:4]([N+:8]([O-:10])=[O:9])[C:3]=1[OH:11].[C:12](=O)([O-])[O-].[K+].[K+].IC. Product: [Br:1][C:2]1[CH:7]=[CH:6][CH:5]=[C:4]([N+:8]([O-:10])=[O:9])[C:3]=1[O:11][CH3:12]. The catalyst class is: 21. (2) Reactant: Br[CH2:2][C:3]([C:5]1[CH:10]=[C:9]([O:11][CH3:12])[C:8]([O:13][CH3:14])=[C:7]([O:15][CH3:16])[CH:6]=1)=[O:4].[CH2:17]([N:21]([CH2:47][CH:48]([CH3:50])[CH3:49])[C:22]([C:24]1[CH:46]=[CH:45][C:27]2[N:28]([CH2:32][CH2:33][CH2:34][N:35]([CH3:44])[CH2:36][CH2:37][C:38]3[CH:43]=[CH:42][CH:41]=[CH:40][N:39]=3)[C:29](=[S:31])[NH:30][C:26]=2[CH:25]=1)=[O:23])[CH:18]([CH3:20])[CH3:19]. Product: [CH2:47]([N:21]([CH2:17][CH:18]([CH3:20])[CH3:19])[C:22]([C:24]1[CH:46]=[CH:45][C:27]2[N:28]([CH2:32][CH2:33][CH2:34][N:35]([CH3:44])[CH2:36][CH2:37][C:38]3[CH:43]=[CH:42][CH:41]=[CH:40][N:39]=3)[C:29]([S:31][CH2:2][C:3](=[O:4])[C:5]3[CH:10]=[C:9]([O:11][CH3:12])[C:8]([O:13][CH3:14])=[C:7]([O:15][CH3:16])[CH:6]=3)=[N:30][C:26]=2[CH:25]=1)=[O:23])[CH:48]([CH3:49])[CH3:50]. The catalyst class is: 7. (3) Reactant: [NH2:1][C:2]1[C:3]([C:8]([NH:10][C:11]2[CH:16]=[CH:15][C:14]([Cl:17])=[CH:13][N:12]=2)=[O:9])=[N:4][CH:5]=[CH:6][CH:7]=1.C(OC([NH:25][CH2:26][CH2:27][O:28][C:29]1[CH:37]=[C:36]([N:38]2[CH2:43][CH2:42][O:41][CH2:40][CH2:39]2)[CH:35]=[CH:34][C:30]=1[C:31](O)=[O:32])=O)(C)(C)C.[F:44][C:45]([F:50])([F:49])[C:46]([O-:48])=[O:47]. Product: [F:44][C:45]([F:50])([F:49])[C:46]([OH:48])=[O:47].[NH2:25][CH2:26][CH2:27][O:28][C:29]1[CH:37]=[C:36]([N:38]2[CH2:39][CH2:40][O:41][CH2:42][CH2:43]2)[CH:35]=[CH:34][C:30]=1[C:31]([NH:1][C:2]1[C:3]([C:8]([NH:10][C:11]2[CH:16]=[CH:15][C:14]([Cl:17])=[CH:13][N:12]=2)=[O:9])=[N:4][CH:5]=[CH:6][CH:7]=1)=[O:32]. The catalyst class is: 9.